Dataset: Full USPTO retrosynthesis dataset with 1.9M reactions from patents (1976-2016). Task: Predict the reactants needed to synthesize the given product. (1) Given the product [F:26][C:27]1[CH:28]=[C:29]2[C:30]([C:45](=[O:47])[C:39]([C:40]([O:42][CH2:43][CH3:44])=[O:41])=[CH:38][NH:37]2)=[C:31]([O:35][CH3:36])[C:32]=1[O:33][CH3:34], predict the reactants needed to synthesize it. The reactants are: C1C=CC(C2C=CC=CC=2)=CC=1.C1C=CC(OC2C=CC=CC=2)=CC=1.[F:26][C:27]1[CH:28]=[C:29]([NH:37][CH:38]=[C:39]([C:45]([O:47]CC)=O)[C:40]([O:42][CH2:43][CH3:44])=[O:41])[CH:30]=[C:31]([O:35][CH3:36])[C:32]=1[O:33][CH3:34].C([O-])(=O)CC([O-])=O.FC1C(OC)=C(OC)C=C2C=1C(=O)C(C(OCC)=O)=CN2. (2) Given the product [C:61]([O:60][C:58]([N:57]=[C:55]([NH:54][C:52]([O:51][C:47]([CH3:50])([CH3:49])[CH3:48])=[O:53])[NH:1][C:2]1[CH:3]=[C:4]([N:8]([CH:16]2[CH2:17][CH2:18][N:19]([CH2:22][CH:23]([C:34]3[CH:35]=[CH:36][CH:37]=[CH:38][CH:39]=3)[C:24]([O:26][CH2:27][C:28]3[CH:33]=[CH:32][CH:31]=[CH:30][CH:29]=3)=[O:25])[CH2:20][CH2:21]2)[C:9]([C:11]2[O:12][CH:13]=[CH:14][CH:15]=2)=[O:10])[CH:5]=[CH:6][CH:7]=1)=[O:59])([CH3:64])([CH3:63])[CH3:62], predict the reactants needed to synthesize it. The reactants are: [NH2:1][C:2]1[CH:3]=[C:4]([N:8]([CH:16]2[CH2:21][CH2:20][N:19]([CH2:22][CH:23]([C:34]3[CH:39]=[CH:38][CH:37]=[CH:36][CH:35]=3)[C:24]([O:26][CH2:27][C:28]3[CH:33]=[CH:32][CH:31]=[CH:30][CH:29]=3)=[O:25])[CH2:18][CH2:17]2)[C:9]([C:11]2[O:12][CH:13]=[CH:14][CH:15]=2)=[O:10])[CH:5]=[CH:6][CH:7]=1.C(N(CC)CC)C.[C:47]([O:51][C:52]([NH:54][C:55]([NH:57][C:58]([O:60][C:61]([CH3:64])([CH3:63])[CH3:62])=[O:59])=S)=[O:53])([CH3:50])([CH3:49])[CH3:48].